Dataset: Reaction yield outcomes from USPTO patents with 853,638 reactions. Task: Predict the reaction yield, written as a fraction of the theoretical maximum amount of product (1.0 means a 100% yield; for example, 0.34 means a 34% yield). (1) The reactants are [C:1]([C:3]1[CH:4]=[C:5]([C:9]#[C:10][C:11]2[CH:12]=[N:13][N:14]([CH2:16][CH2:17][C@@:18]([CH3:28])([S:24]([CH3:27])(=[O:26])=[O:25])[C:19]([O:21]CC)=[O:20])[CH:15]=2)[CH:6]=[CH:7][CH:8]=1)#[N:2].[OH-].[Li+].Cl. The catalyst is C1COCC1.O. The product is [C:1]([C:3]1[CH:4]=[C:5]([C:9]#[C:10][C:11]2[CH:12]=[N:13][N:14]([CH2:16][CH2:17][C@@:18]([CH3:28])([S:24]([CH3:27])(=[O:25])=[O:26])[C:19]([OH:21])=[O:20])[CH:15]=2)[CH:6]=[CH:7][CH:8]=1)#[N:2]. The yield is 0.930. (2) The product is [NH2:39][C:35]1[N:34]=[CH:33][N:32]=[C:31]2[C:36]=1[N:37]=[CH:38][N:30]2[C@H:22]1[C@H:23]([OH:27])[C@H:24]([OH:25])[C@@H:20]([CH2:19][S:16]([CH2:15][CH2:14][CH2:13][CH2:12][C:10]2[NH:9][C:8]3[CH:40]=[CH:41][C:5]([C:1]([CH3:4])([CH3:3])[CH3:2])=[CH:6][C:7]=3[N:11]=2)(=[O:18])=[O:17])[O:21]1. The catalyst is C(O)(C(F)(F)F)=O.O. The reactants are [C:1]([C:5]1[CH:41]=[CH:40][C:8]2[NH:9][C:10]([CH2:12][CH2:13][CH2:14][CH2:15][S:16]([CH2:19][C@@H:20]3[C@H:24]4[O:25]C(C)(C)[O:27][C@H:23]4[C@H:22]([N:30]4[CH:38]=[N:37][C:36]5[C:31]4=[N:32][CH:33]=[N:34][C:35]=5[NH2:39])[O:21]3)(=[O:18])=[O:17])=[N:11][C:7]=2[CH:6]=1)([CH3:4])([CH3:3])[CH3:2]. The yield is 0.860. (3) The reactants are [CH2:1]([O:3][C:4](=[O:20])[C:5]1[CH:10]=[CH:9][CH:8]=[CH:7][C:6]=1[C:11]#[C:12][C@H:13]([CH3:19])[CH2:14][CH2:15][CH2:16][CH2:17][OH:18])[CH3:2].[H][H]. The catalyst is C(O)C.[Pd]. The product is [CH2:1]([O:3][C:4](=[O:20])[C:5]1[CH:10]=[CH:9][CH:8]=[CH:7][C:6]=1[CH2:11][CH2:12][C@H:13]([CH3:19])[CH2:14][CH2:15][CH2:16][CH2:17][OH:18])[CH3:2]. The yield is 0.770. (4) The reactants are [C:1]([C:5]1[O:9][N:8]=[C:7]([NH:10][C:11]([NH:13][C:14]2[CH:19]=[CH:18][CH:17]=[C:16]([O:20][C:21]3[C:30]4[C:25](=[CH:26][C:27]([O:33][CH2:34][CH2:35][CH2:36]Cl)=[C:28]([O:31][CH3:32])[CH:29]=4)[N:24]=[CH:23][N:22]=3)[CH:15]=2)=[O:12])[CH:6]=1)([CH3:4])([CH3:3])[CH3:2].[CH3:38][N:39]1[CH2:44][CH2:43][NH:42][CH2:41][CH2:40]1.C(N(C(C)C)CC)(C)C. The catalyst is CN(C=O)C.[I-].C([N+](CCCC)(CCCC)CCCC)CCC. The product is [C:1]([C:5]1[O:9][N:8]=[C:7]([NH:10][C:11]([NH:13][C:14]2[CH:19]=[CH:18][CH:17]=[C:16]([O:20][C:21]3[C:30]4[C:25](=[CH:26][C:27]([O:33][CH2:34][CH2:35][CH2:36][N:42]5[CH2:43][CH2:44][N:39]([CH3:38])[CH2:40][CH2:41]5)=[C:28]([O:31][CH3:32])[CH:29]=4)[N:24]=[CH:23][N:22]=3)[CH:15]=2)=[O:12])[CH:6]=1)([CH3:4])([CH3:3])[CH3:2]. The yield is 0.180. (5) The reactants are [C:1]([CH2:4][CH2:5][CH2:6][O:7][C:8]1[CH:13]=[CH:12][C:11]([S:14]([C:17]2([C:23](OC(C)(C)C)=[O:24])[CH2:22][CH2:21][O:20][CH2:19][CH2:18]2)(=[O:16])=[O:15])=[CH:10][CH:9]=1)(O)=[O:2].O.[OH:31][N:32]1C2C=CC=CC=2N=N1.[C:41]1([CH3:51])[C:42]([C:47]([NH:49][NH2:50])=O)=[CH:43][CH:44]=[CH:45][CH:46]=1.Cl.CN(C)CCCN=C=NCC. The catalyst is CN(C)C=O. The product is [OH:31][NH:32][C:23]([C:17]1([S:14]([C:11]2[CH:10]=[CH:9][C:8]([O:7][CH2:6][CH2:5][CH2:4][C:1]3[O:2][C:47]([C:42]4[CH:43]=[CH:44][CH:45]=[CH:46][C:41]=4[CH3:51])=[N:49][N:50]=3)=[CH:13][CH:12]=2)(=[O:16])=[O:15])[CH2:22][CH2:21][O:20][CH2:19][CH2:18]1)=[O:24]. The yield is 0.830. (6) The reactants are [CH3:1][C:2]1[C:7]2[N:8]=[C:9]([C:11]3[CH:16]=[CH:15][C:14]([O:17]C)=[CH:13][CH:12]=3)[S:10][C:6]=2[CH:5]=[C:4]([O:19]C)[CH:3]=1.B(Br)(Br)Br. No catalyst specified. The product is [CH3:1][C:2]1[C:7]2[N:8]=[C:9]([C:11]3[CH:16]=[CH:15][C:14]([OH:17])=[CH:13][CH:12]=3)[S:10][C:6]=2[CH:5]=[C:4]([OH:19])[CH:3]=1. The yield is 0.670. (7) The reactants are [N:1]([CH2:4][CH:5]1[CH2:9][C:8]2[CH:10]=[CH:11][CH:12]=[C:13]([CH:14]3[CH2:18][CH2:17][CH2:16][CH2:15]3)[C:7]=2[O:6]1)=[N+]=[N-]. The catalyst is [Pd]. The product is [CH:14]1([C:13]2[C:7]3[O:6][CH:5]([CH2:4][NH2:1])[CH2:9][C:8]=3[CH:10]=[CH:11][CH:12]=2)[CH2:15][CH2:16][CH2:17][CH2:18]1. The yield is 0.580.